Dataset: Peptide-MHC class I binding affinity with 185,985 pairs from IEDB/IMGT. Task: Regression. Given a peptide amino acid sequence and an MHC pseudo amino acid sequence, predict their binding affinity value. This is MHC class I binding data. (1) The peptide sequence is HQKKNEISF. The MHC is HLA-A02:03 with pseudo-sequence HLA-A02:03. The binding affinity (normalized) is 0. (2) The peptide sequence is IPCRDVVL. The MHC is HLA-B51:01 with pseudo-sequence HLA-B51:01. The binding affinity (normalized) is 0.610. (3) The peptide sequence is LINLVQYRIL. The MHC is HLA-A02:02 with pseudo-sequence HLA-A02:02. The binding affinity (normalized) is 0.292. (4) The peptide sequence is YQVKYVSPV. The MHC is HLA-C07:02 with pseudo-sequence HLA-C07:02. The binding affinity (normalized) is 0.222.